Dataset: Reaction yield outcomes from USPTO patents with 853,638 reactions. Task: Predict the reaction yield, written as a fraction of the theoretical maximum amount of product (1.0 means a 100% yield; for example, 0.34 means a 34% yield). (1) The reactants are [Br:1][CH2:2]/[CH:3]=[CH:4]/[C:5]1[CH:10]=[CH:9][CH:8]=[CH:7][CH:6]=1.[N+](=[CH:13][C:14]([O:16][CH2:17][CH3:18])=[O:15])=[N-]. The catalyst is ClCCl.CC(O)=O.CC(O)=O.CC(O)=O.CC(O)=O.[Rh].[Rh]. The product is [Br:1][CH2:2][CH:3]1[CH:4]([C:5]2[CH:10]=[CH:9][CH:8]=[CH:7][CH:6]=2)[CH:13]1[C:14]([O:16][CH2:17][CH3:18])=[O:15]. The yield is 0.0800. (2) The reactants are [NH2:1][C:2]([CH3:23])([CH3:22])[CH:3]([NH:11][C:12](=[O:21])[C:13]1[C:18]([CH3:19])=[CH:17][CH:16]=[CH:15][C:14]=1[CH3:20])[C:4]1[CH:9]=[CH:8][CH:7]=[CH:6][C:5]=1[F:10].Br[CH2:25][CH2:26][CH2:27][CH2:28]Br.[C:30](=O)([O-:32])[O-:31].[K+].[K+]. The catalyst is CN(C=O)C. The product is [CH:30]([OH:32])=[O:31].[F:10][C:5]1[CH:6]=[CH:7][CH:8]=[CH:9][C:4]=1[CH:3]([NH:11][C:12](=[O:21])[C:13]1[C:14]([CH3:20])=[CH:15][CH:16]=[CH:17][C:18]=1[CH3:19])[C:2]([CH3:23])([N:1]1[CH2:28][CH2:27][CH2:26][CH2:25]1)[CH3:22]. The yield is 0.560. (3) The reactants are [F:1][C:2]1[CH:34]=[CH:33][CH:32]=[CH:31][C:3]=1[CH2:4][N:5]1[C:9]([C:10]2[CH:14]=[CH:13][O:12][N:11]=2)=[CH:8][C:7]([C:15]2[N:20]=[C:19]([NH2:21])[C:18](/[N:22]=N/C3C=CC=CC=3)=[C:17]([NH2:30])[N:16]=2)=[N:6]1.NC1C(N)=NC(N)=NC=1. The catalyst is [Pd].CN(C=O)C. The product is [F:1][C:2]1[CH:34]=[CH:33][CH:32]=[CH:31][C:3]=1[CH2:4][N:5]1[C:9]([C:10]2[CH:14]=[CH:13][O:12][N:11]=2)=[CH:8][C:7]([C:15]2[N:20]=[C:19]([NH2:21])[C:18]([NH2:22])=[C:17]([NH2:30])[N:16]=2)=[N:6]1. The yield is 0.460. (4) The reactants are [NH2:1][C:2]1[CH:10]=[C:9]2[C:5]([C:6](=CC3NC4CCN(CCN(CC)CC)C(=O)C=4C=3C)[C:7](=[O:11])[NH:8]2)=[CH:4][C:3]=1[F:31].N1CCCCC1.[CH3:38][O:39][CH2:40][C:41](Cl)=[O:42]. The catalyst is O1CCCC1. The product is [F:31][C:3]1[CH:4]=[C:5]2[C:9](=[CH:10][C:2]=1[NH:1][C:41](=[O:42])[CH2:40][O:39][CH3:38])[NH:8][C:7](=[O:11])[CH2:6]2. The yield is 0.692. (5) The reactants are [C:1]([C:5]1[CH:10]=[CH:9][C:8]([C:11]2[CH:16]=[CH:15][CH:14]=[C:13]([CH:17]3[CH2:26][C:25]([CH3:28])([CH3:27])[C:24]4[C:19](=[CH:20][CH:21]=[C:22]([C:29](O)=[O:30])[CH:23]=4)[NH:18]3)[CH:12]=2)=[CH:7][CH:6]=1)([CH3:4])([CH3:3])[CH3:2].Cl.CN(C)CCCN=C=NCC.[CH:44]1([S:47]([NH2:50])(=[O:49])=[O:48])[CH2:46][CH2:45]1. The catalyst is CN(C)C1C=CN=CC=1.ClCCl. The product is [C:1]([C:5]1[CH:10]=[CH:9][C:8]([C:11]2[CH:16]=[CH:15][CH:14]=[C:13]([CH:17]3[CH2:26][C:25]([CH3:28])([CH3:27])[C:24]4[C:19](=[CH:20][CH:21]=[C:22]([C:29]([NH:50][S:47]([CH:44]5[CH2:46][CH2:45]5)(=[O:49])=[O:48])=[O:30])[CH:23]=4)[NH:18]3)[CH:12]=2)=[CH:7][CH:6]=1)([CH3:2])([CH3:3])[CH3:4]. The yield is 0.100. (6) The reactants are [OH:1][CH:2]1[CH2:5][N:4]([C:6]([C:8]2[CH:13]=[CH:12][C:11]([S:14]([N:17]3[C:25]4[C:20](=[CH:21][CH:22]=[CH:23][CH:24]=4)[C:19]([C:26]4[CH:31]=[CH:30][CH:29]=[CH:28][CH:27]=4)=[CH:18]3)(=[O:16])=[O:15])=[CH:10][CH:9]=2)=[O:7])[CH2:3]1.C(N(CC)CC)C.[CH3:39][N:40]([CH3:44])[C:41](Cl)=[O:42]. The catalyst is CN(C)C1C=CN=CC=1.ClCCl. The product is [C:26]1([C:19]2[C:20]3[C:25](=[CH:24][CH:23]=[CH:22][CH:21]=3)[N:17]([S:14]([C:11]3[CH:10]=[CH:9][C:8]([C:6]([N:4]4[CH2:5][CH:2]([O:1][C:41](=[O:42])[N:40]([CH3:44])[CH3:39])[CH2:3]4)=[O:7])=[CH:13][CH:12]=3)(=[O:16])=[O:15])[CH:18]=2)[CH:31]=[CH:30][CH:29]=[CH:28][CH:27]=1. The yield is 0.740. (7) The catalyst is C1(C)C=CC=CC=1.ClCCl.C(O)C. The reactants are [CH2:1]([N:3]([CH2:20][CH3:21])[CH2:4][CH2:5][NH:6]C(C1C=CC2C(=CC=C(I)C=2)C=1)=O)[CH3:2].[I:22][C:23]1[CH:36]=[CH:35][CH:34]=[C:33]2[C:24]=1[NH:25][C:26]1[C:27]([C:38]([O:40]C)=O)=[CH:28][CH:29]=[CH:30][C:31]=1[C:32]2=[O:37].[K+].[Br-].Cl.Cl.C(N(CC)CCNC(=O)C1C=CC(I)=NC=1)C. The yield is 0.730. The product is [CH2:1]([N:3]([CH2:20][CH3:21])[CH2:4][CH2:5][NH:6][C:38]([C:27]1[C:26]2[NH:25][C:24]3[C:33](=[CH:34][CH:35]=[CH:36][C:23]=3[I:22])[C:32](=[O:37])[C:31]=2[CH:30]=[CH:29][CH:28]=1)=[O:40])[CH3:2]. (8) The reactants are [CH2:1]([C@:8]12[C:21]3[C:16](=[CH:17][C:18](Br)=[CH:19][CH:20]=3)[CH2:15][CH:14]=[C:13]1[CH:12]=[C:11]([O:23][CH2:24][CH3:25])[CH2:10][CH2:9]2)[C:2]1[CH:7]=[CH:6][CH:5]=[CH:4][CH:3]=1.[CH3:26][N:27](C=O)C. The catalyst is [C-]#N.[Zn+2].[C-]#N.C1C=CC([P]([Pd]([P](C2C=CC=CC=2)(C2C=CC=CC=2)C2C=CC=CC=2)([P](C2C=CC=CC=2)(C2C=CC=CC=2)C2C=CC=CC=2)[P](C2C=CC=CC=2)(C2C=CC=CC=2)C2C=CC=CC=2)(C2C=CC=CC=2)C2C=CC=CC=2)=CC=1. The product is [CH2:1]([C@@:8]12[CH2:9][CH2:10][C:11]([O:23][CH2:24][CH3:25])=[CH:12][C:13]1=[CH:14][CH2:15][C:16]1[CH:17]=[C:18]([C:26]#[N:27])[CH:19]=[CH:20][C:21]2=1)[C:2]1[CH:7]=[CH:6][CH:5]=[CH:4][CH:3]=1. The yield is 0.960. (9) The reactants are [CH3:1][C:2]1[CH:7]=[CH:6][C:5]([S:8]([N:11]([C@H:16]([C:41]([NH2:43])=[O:42])[CH2:17][CH2:18][CH2:19][CH2:20][NH:21][C:22]([C@@H:24]([NH:32][S:33]([C:36]2[S:40][CH:39]=[CH:38][CH:37]=2)(=[O:35])=[O:34])[CH2:25][C:26]2[CH:31]=[CH:30][CH:29]=[CH:28][CH:27]=2)=[O:23])[CH2:12][CH:13]([CH3:15])[CH3:14])(=[O:10])=[O:9])=[CH:4][CH:3]=1.[CH2:44]([CH2:46]N)[OH:45]. The catalyst is C(O)C. The product is [CH3:1][C:2]1[CH:3]=[CH:4][C:5]([S:8]([N:11]([C@H:16]([C:41]([NH:43][CH2:46][CH2:44][OH:45])=[O:42])[CH2:17][CH2:18][CH2:19][CH2:20][NH:21][C:22]([C@@H:24]([NH:32][S:33]([C:36]2[S:40][CH:39]=[CH:38][CH:37]=2)(=[O:34])=[O:35])[CH2:25][C:26]2[CH:31]=[CH:30][CH:29]=[CH:28][CH:27]=2)=[O:23])[CH2:12][CH:13]([CH3:15])[CH3:14])(=[O:9])=[O:10])=[CH:6][CH:7]=1. The yield is 0.210. (10) The reactants are Br.[NH2:2][C:3]1[C:4]([OH:17])=[C:5]([C:9]2[CH:10]=[C:11]([C:14]([OH:16])=[O:15])[O:12][CH:13]=2)[CH:6]=[CH:7][CH:8]=1.[N:18]([O-])=O.[Na+].[CH3:22][C:23]1[CH2:24][C:25](=[O:38])[N:26]([C:28]2[CH:37]=[CH:36][C:35]3[CH2:34][CH2:33][CH2:32][CH2:31][C:30]=3[CH:29]=2)[N:27]=1.C(=O)(O)[O-].[Na+]. The catalyst is Cl.C(O)C. The product is [OH:17][C:4]1[C:3]([NH:2]/[N:18]=[C:24]2/[C:23]([CH3:22])=[N:27][N:26]([C:28]3[CH:37]=[CH:36][C:35]4[CH2:34][CH2:33][CH2:32][CH2:31][C:30]=4[CH:29]=3)[C:25]/2=[O:38])=[CH:8][CH:7]=[CH:6][C:5]=1[C:9]1[CH:10]=[C:11]([C:14]([OH:16])=[O:15])[O:12][CH:13]=1. The yield is 0.0550.